Dataset: Full USPTO retrosynthesis dataset with 1.9M reactions from patents (1976-2016). Task: Predict the reactants needed to synthesize the given product. (1) Given the product [CH2:54]([N:11]([C:9]([O:8][CH2:1][C:2]1[CH:3]=[CH:4][CH:5]=[CH:6][CH:7]=1)=[O:10])[CH2:12][CH2:13][N:14]1[C:19]2[CH:20]=[C:21]([C:28]([N:30]([C@@H:34]3[CH2:39][CH2:38][CH2:37][N:36]([C:40]([O:42][C:43]([CH3:46])([CH3:44])[CH3:45])=[O:41])[CH2:35]3)[CH:31]([CH3:33])[CH3:32])=[O:29])[C:22]([C:24]([F:26])([F:27])[F:25])=[CH:23][C:18]=2[O:17][C:16]([CH3:52])([C:47]([OH:49])=[O:48])[C:15]1=[O:53])[C:55]1[CH:60]=[CH:59][CH:58]=[CH:57][CH:56]=1, predict the reactants needed to synthesize it. The reactants are: [CH2:1]([O:8][C:9]([NH:11][CH2:12][CH2:13][N:14]1[C:19]2[CH:20]=[C:21]([C:28]([N:30]([C@@H:34]3[CH2:39][CH2:38][CH2:37][N:36]([C:40]([O:42][C:43]([CH3:46])([CH3:45])[CH3:44])=[O:41])[CH2:35]3)[CH:31]([CH3:33])[CH3:32])=[O:29])[C:22]([C:24]([F:27])([F:26])[F:25])=[CH:23][C:18]=2[O:17][C:16]([CH3:52])([C:47]([O:49]CC)=[O:48])[C:15]1=[O:53])=[O:10])[C:2]1[CH:7]=[CH:6][CH:5]=[CH:4][CH:3]=1.[CH2:54](Br)[C:55]1[CH:60]=[CH:59][CH:58]=[CH:57][CH:56]=1.[H-].[Na+].[OH-].[Na+].S([O-])(O)(=O)=O.[K+]. (2) Given the product [CH3:16][O:11][C:10](=[O:12])[CH:9]([NH:8][C:6]([O:5][C:1]([CH3:4])([CH3:3])[CH3:2])=[O:7])[CH2:13][CH:14]=[CH2:15], predict the reactants needed to synthesize it. The reactants are: [C:1]([O:5][C:6]([NH:8][CH:9]([CH2:13][CH:14]=[CH2:15])[C:10]([OH:12])=[O:11])=[O:7])([CH3:4])([CH3:3])[CH3:2].[C:16](=O)([O-])[O-].[K+].[K+].CI. (3) The reactants are: [Cl:1][C:2]1[CH:11]=[C:10]([O:12][CH3:13])[C:9]2[CH:8](Cl)[CH2:7][CH2:6][CH2:5][C:4]=2[N:3]=1.C([O-])([O-])=O.[K+].[K+].[CH2:21]([NH:23][C:24]1[C:33]2[C:28](=[CH:29][CH:30]=[CH:31][CH:32]=2)[CH:27]=[CH:26][CH:25]=1)[CH3:22]. Given the product [Cl:1][C:2]1[CH:11]=[C:10]([O:12][CH3:13])[C:9]2[CH:8]([N:23]([CH2:21][CH3:22])[C:24]3[C:33]4[C:28](=[CH:29][CH:30]=[CH:31][CH:32]=4)[CH:27]=[CH:26][CH:25]=3)[CH2:7][CH2:6][CH2:5][C:4]=2[N:3]=1, predict the reactants needed to synthesize it. (4) Given the product [F:10][C:11]1[CH:16]=[CH:15][C:14]([S:17]([C@@:20]2([C:39]3[CH:40]=[CH:41][C:42]([C:45]([F:54])([C:50]([F:51])([F:52])[F:53])[C:46]([F:47])([F:48])[F:49])=[CH:43][CH:44]=3)[CH2:24][CH2:23][N:22]([C:25]([C:27]3[CH2:32][CH2:31][CH:30]([C:33]([O:35][CH2:36][CH3:37])=[O:34])[CH2:29][CH:28]=3)=[O:26])[CH2:21]2)(=[O:18])=[O:19])=[CH:13][CH:12]=1, predict the reactants needed to synthesize it. The reactants are: C(N(S(F)(F)F)CC)C.[F:10][C:11]1[CH:16]=[CH:15][C:14]([S:17]([C@@:20]2([C:39]3[CH:44]=[CH:43][C:42]([C:45]([F:54])([C:50]([F:53])([F:52])[F:51])[C:46]([F:49])([F:48])[F:47])=[CH:41][CH:40]=3)[CH2:24][CH2:23][N:22]([C:25]([C:27]3(O)[CH2:32][CH2:31][CH:30]([C:33]([O:35][CH2:36][CH3:37])=[O:34])[CH2:29][CH2:28]3)=[O:26])[CH2:21]2)(=[O:19])=[O:18])=[CH:13][CH:12]=1. (5) Given the product [Br:1][C:2]1[CH:3]=[C:4]2[C:5](=[N:6][CH:7]=1)[N:18]([CH2:19][CH3:20])[CH:17]=[C:11]([C:12]([O:14][CH2:15][CH3:16])=[O:13])[C:9]2=[O:10], predict the reactants needed to synthesize it. The reactants are: [Br:1][C:2]1[CH:3]=[C:4]([C:9](/[C:11](=[CH:17]/[NH:18][CH2:19][CH3:20])/[C:12]([O:14][CH2:15][CH3:16])=[O:13])=[O:10])[C:5](Cl)=[N:6][CH:7]=1.C(=O)([O-])[O-].[K+].[K+].C(N)C. (6) Given the product [CH:5]12[CH2:8][CH2:9][CH:1]([CH2:7][CH2:6]1)[CH2:2][N:3]([C:10]1[N:15]=[C:14]([C:16]3[CH:25]=[CH:24][C:19]4[N:20]=[C:21]([NH:23][C:26](=[O:28])[CH3:27])[S:22][C:18]=4[CH:17]=3)[CH:13]=[N:12][CH:11]=1)[CH2:4]2, predict the reactants needed to synthesize it. The reactants are: [CH:1]12[CH2:9][CH2:8][CH:5]([CH2:6][CH2:7]1)[CH2:4][N:3]([C:10]1[N:15]=[C:14]([C:16]3[CH:25]=[CH:24][C:19]4[N:20]=[C:21]([NH2:23])[S:22][C:18]=4[CH:17]=3)[CH:13]=[N:12][CH:11]=1)[CH2:2]2.[C:26](OC(=O)C)(=[O:28])[CH3:27].[Al]. (7) Given the product [CH3:21][O:20][C:9]1[CH:10]=[C:11]([C:16]([F:19])([F:18])[F:17])[CH:12]=[C:13]([O:14][CH3:15])[C:8]=1[C:7]1[O:22][CH2:4][C:3]([CH3:2])([CH3:5])[N:6]=1, predict the reactants needed to synthesize it. The reactants are: O[CH2:2][C:3]([NH:6][C:7](=[O:22])[C:8]1[C:13]([O:14][CH3:15])=[CH:12][C:11]([C:16]([F:19])([F:18])[F:17])=[CH:10][C:9]=1[O:20][CH3:21])([CH3:5])[CH3:4].S(Cl)(Cl)=O.C(=O)([O-])[O-].[Na+].[Na+].